Dataset: Forward reaction prediction with 1.9M reactions from USPTO patents (1976-2016). Task: Predict the product of the given reaction. (1) Given the reactants C[NH:2][C:3](=[O:15])[CH:4]=[CH:5][C:6]1[CH:11]=[CH:10][CH:9]=[C:8]([N+:12]([O-])=O)[CH:7]=1.[CH2:16]([SiH](CC)CC)C, predict the reaction product. The product is: [NH2:12][C:8]1[CH:7]=[C:6]([CH2:5][CH:4]([CH3:16])[C:3]([NH2:2])=[O:15])[CH:11]=[CH:10][CH:9]=1. (2) Given the reactants [N:1]1([C:12]([O:14][C:15]([CH3:18])([CH3:17])[CH3:16])=[O:13])[CH2:6][CH2:5][CH:4]([C:7]([O:9][CH2:10][CH3:11])=[O:8])[CH2:3][CH2:2]1.C[Si]([N-][Si](C)(C)C)(C)C.[Na+].Br[CH2:30][CH2:31][O:32][C:33]1[CH:38]=[CH:37][CH:36]=[CH:35][CH:34]=1, predict the reaction product. The product is: [O:32]([CH2:31][CH2:30][C:4]1([C:7]([O:9][CH2:10][CH3:11])=[O:8])[CH2:3][CH2:2][N:1]([C:12]([O:14][C:15]([CH3:17])([CH3:16])[CH3:18])=[O:13])[CH2:6][CH2:5]1)[C:33]1[CH:38]=[CH:37][CH:36]=[CH:35][CH:34]=1. (3) Given the reactants [CH3:1][O:2][C:3](=[O:14])[CH2:4][C:5]1[CH:10]=[CH:9][CH:8]=[CH:7][C:6]=1[N+:11]([O-])=O, predict the reaction product. The product is: [CH3:1][O:2][C:3](=[O:14])[CH2:4][C:5]1[CH:10]=[CH:9][CH:8]=[CH:7][C:6]=1[NH2:11]. (4) Given the reactants [CH3:1][C:2]1[C:6]([CH2:7][N:8]2[CH:12]=[C:11]([N:13]3[C:17](=[O:18])[C:16]([CH3:20])([CH3:19])[NH:15][C:14]3=[O:21])[CH:10]=[N:9]2)=[C:5]([CH3:22])[O:4][N:3]=1.Cl[CH2:24][C:25]1[CH:32]=[CH:31][C:28]([C:29]#[N:30])=[CH:27][CH:26]=1.C(=O)([O-])[O-].[Cs+].[Cs+], predict the reaction product. The product is: [CH3:1][C:2]1[C:6]([CH2:7][N:8]2[CH:12]=[C:11]([N:13]3[C:17](=[O:18])[C:16]([CH3:19])([CH3:20])[N:15]([CH2:24][C:25]4[CH:32]=[CH:31][C:28]([C:29]#[N:30])=[CH:27][CH:26]=4)[C:14]3=[O:21])[CH:10]=[N:9]2)=[C:5]([CH3:22])[O:4][N:3]=1.